Dataset: NCI-60 drug combinations with 297,098 pairs across 59 cell lines. Task: Regression. Given two drug SMILES strings and cell line genomic features, predict the synergy score measuring deviation from expected non-interaction effect. (1) Drug 1: CNC(=O)C1=CC=CC=C1SC2=CC3=C(C=C2)C(=NN3)C=CC4=CC=CC=N4. Drug 2: C1CCC(C(C1)N)N.C(=O)(C(=O)[O-])[O-].[Pt+4]. Cell line: SF-268. Synergy scores: CSS=16.4, Synergy_ZIP=0.605, Synergy_Bliss=6.23, Synergy_Loewe=4.28, Synergy_HSA=5.31. (2) Drug 1: C1CC(=O)NC(=O)C1N2CC3=C(C2=O)C=CC=C3N. Drug 2: COCCOC1=C(C=C2C(=C1)C(=NC=N2)NC3=CC=CC(=C3)C#C)OCCOC.Cl. Cell line: BT-549. Synergy scores: CSS=6.79, Synergy_ZIP=4.98, Synergy_Bliss=7.00, Synergy_Loewe=6.11, Synergy_HSA=6.25. (3) Drug 1: COC1=C(C=C2C(=C1)N=CN=C2NC3=CC(=C(C=C3)F)Cl)OCCCN4CCOCC4. Drug 2: C1C(C(OC1N2C=NC(=NC2=O)N)CO)O. Cell line: UACC62. Synergy scores: CSS=19.0, Synergy_ZIP=-3.78, Synergy_Bliss=-0.0303, Synergy_Loewe=0.595, Synergy_HSA=1.59. (4) Drug 1: C1=NC2=C(N=C(N=C2N1C3C(C(C(O3)CO)O)O)F)N. Drug 2: CNC(=O)C1=NC=CC(=C1)OC2=CC=C(C=C2)NC(=O)NC3=CC(=C(C=C3)Cl)C(F)(F)F. Cell line: CAKI-1. Synergy scores: CSS=21.7, Synergy_ZIP=0.935, Synergy_Bliss=6.98, Synergy_Loewe=-6.66, Synergy_HSA=-1.85. (5) Drug 1: CN1C(=O)N2C=NC(=C2N=N1)C(=O)N. Drug 2: CC1CCC2CC(C(=CC=CC=CC(CC(C(=O)C(C(C(=CC(C(=O)CC(OC(=O)C3CCCCN3C(=O)C(=O)C1(O2)O)C(C)CC4CCC(C(C4)OC)O)C)C)O)OC)C)C)C)OC. Cell line: NCI-H460. Synergy scores: CSS=-1.91, Synergy_ZIP=2.46, Synergy_Bliss=3.62, Synergy_Loewe=-2.79, Synergy_HSA=-2.06. (6) Drug 1: C1=C(C(=O)NC(=O)N1)F. Drug 2: C1=CC(=CC=C1CC(C(=O)O)N)N(CCCl)CCCl.Cl. Cell line: UACC62. Synergy scores: CSS=38.2, Synergy_ZIP=-6.87, Synergy_Bliss=-10.3, Synergy_Loewe=-8.39, Synergy_HSA=-5.90. (7) Synergy scores: CSS=33.2, Synergy_ZIP=-0.416, Synergy_Bliss=-2.84, Synergy_Loewe=-37.0, Synergy_HSA=-2.24. Cell line: SR. Drug 2: C1CNP(=O)(OC1)N(CCCl)CCCl. Drug 1: CN(CC1=CN=C2C(=N1)C(=NC(=N2)N)N)C3=CC=C(C=C3)C(=O)NC(CCC(=O)O)C(=O)O.